Dataset: Forward reaction prediction with 1.9M reactions from USPTO patents (1976-2016). Task: Predict the product of the given reaction. (1) Given the reactants [CH2:1]([N:3]1[CH2:8][CH2:7][NH:6][CH2:5][CH2:4]1)[CH3:2].O=[C:10]1[CH2:15][CH2:14][N:13]([C:16]([O:18][C:19]([CH3:22])([CH3:21])[CH3:20])=[O:17])[CH2:12][CH2:11]1.C(O)(=O)C.C(O[BH3-])(=O)C.[Na+].[OH-].[Na+], predict the reaction product. The product is: [CH2:1]([N:3]1[CH2:8][CH2:7][N:6]([CH:10]2[CH2:15][CH2:14][N:13]([C:16]([O:18][C:19]([CH3:22])([CH3:21])[CH3:20])=[O:17])[CH2:12][CH2:11]2)[CH2:5][CH2:4]1)[CH3:2]. (2) The product is: [CH3:1][S:2][C:3]1[S:4][C:5]2[CH:11]=[C:10]([O:12][C:20]3[C:29]4[C:24](=[CH:25][CH:26]=[CH:27][CH:28]=4)[N:23]=[CH:22][CH:21]=3)[CH:9]=[CH:8][C:6]=2[N:7]=1. Given the reactants [CH3:1][S:2][C:3]1[S:4][C:5]2[CH:11]=[C:10]([OH:12])[CH:9]=[CH:8][C:6]=2[N:7]=1.C(=O)([O-])[O-].[Cs+].[Cs+].Cl[C:20]1[C:29]2[C:24](=[CH:25][CH:26]=[CH:27][CH:28]=2)[N:23]=[CH:22][CH:21]=1.C(OCC)(=O)C, predict the reaction product.